Dataset: Full USPTO retrosynthesis dataset with 1.9M reactions from patents (1976-2016). Task: Predict the reactants needed to synthesize the given product. (1) Given the product [CH3:1][O:2][C:3](=[O:21])[C:4]1[CH:9]=[CH:8][C:7]([O:10][CH3:11])=[CH:6][C:5]=1[C:12]([CH3:19])([CH3:20])[C:13]#[CH:14], predict the reactants needed to synthesize it. The reactants are: [CH3:1][O:2][C:3](=[O:21])[C:4]1[CH:9]=[CH:8][C:7]([O:10][CH3:11])=[CH:6][C:5]=1[C:12]([CH3:20])([CH3:19])[C:13]#[C:14][Si](C)(C)C.[F-].C([N+](CCCC)(CCCC)CCCC)CCC.[Cl-].[NH4+]. (2) The reactants are: [CH2:1]([N:3]1[C:14](=[O:15])[C:12]2[N:13]3[C:8](=[CH:9][C:10](=[O:18])[C:11]=2[O:16][CH3:17])[CH:7]([OH:19])[CH2:6][CH:5]3[CH2:4]1)[CH3:2].C1C(=O)N([Br:27])C(=O)C1. Given the product [Br:27][C:9]1[C:10](=[O:18])[C:11]([O:16][CH3:17])=[C:12]2[C:14](=[O:15])[N:3]([CH2:1][CH3:2])[CH2:4][CH:5]3[CH2:6][CH:7]([OH:19])[C:8]=1[N:13]23, predict the reactants needed to synthesize it. (3) Given the product [Br:24][C:25]1[CH:26]=[C:27]([CH:30]=[CH:31][CH:32]=1)[CH2:28][N:9]1[C:10]2[C:15](=[N:14][C:13]([CH3:18])=[CH:12][CH:11]=2)[C:16](=[O:17])[C:7]([C:5](=[O:6])[C:4]2[CH:19]=[CH:20][C:21]([O:22][CH3:23])=[C:2]([F:1])[CH:3]=2)=[CH:8]1, predict the reactants needed to synthesize it. The reactants are: [F:1][C:2]1[CH:3]=[C:4]([CH:19]=[CH:20][C:21]=1[O:22][CH3:23])[C:5]([C:7]1[C:16](=[O:17])[C:15]2[C:10](=[CH:11][CH:12]=[C:13]([CH3:18])[N:14]=2)[NH:9][CH:8]=1)=[O:6].[Br:24][C:25]1[CH:26]=[C:27]([CH:30]=[CH:31][CH:32]=1)[CH2:28]Br. (4) Given the product [NH2:6][C:5]1[N:10]([CH2:12][CH2:13][OH:14])[N:11]=[C:3]([C:2]([CH3:9])([CH3:8])[CH3:1])[CH:4]=1, predict the reactants needed to synthesize it. The reactants are: [CH3:1][C:2]([CH3:9])([CH3:8])[C:3](=O)[CH2:4][C:5]#[N:6].[NH:10]([CH2:12][CH2:13][OH:14])[NH2:11].Cl. (5) Given the product [C:19]([C:3]1[N:4]=[CH:5][C:6]([NH:8][C@H:9]([CH2:13][C:14]2[S:15][CH:16]=[CH:17][CH:18]=2)[C:10]([NH2:12])=[O:11])=[N:7][C:2]=1[NH:21][C:22]1[CH:23]=[C:24]2[C:29](=[CH:30][CH:31]=1)[N:28]=[CH:27][CH:26]=[CH:25]2)#[N:20], predict the reactants needed to synthesize it. The reactants are: Cl[C:2]1[N:7]=[C:6]([NH:8][C@H:9]([CH2:13][C:14]2[S:15][CH:16]=[CH:17][CH:18]=2)[C:10]([NH2:12])=[O:11])[CH:5]=[N:4][C:3]=1[C:19]#[N:20].[NH2:21][C:22]1[CH:23]=[C:24]2[C:29](=[CH:30][CH:31]=1)[N:28]=[CH:27][CH:26]=[CH:25]2.C([O-])([O-])=O.[K+].[K+].C1C=CC(P(C2C(C3C(P(C4C=CC=CC=4)C4C=CC=CC=4)=CC=C4C=3C=CC=C4)=C3C(C=CC=C3)=CC=2)C2C=CC=CC=2)=CC=1.